From a dataset of Catalyst prediction with 721,799 reactions and 888 catalyst types from USPTO. Predict which catalyst facilitates the given reaction. (1) Reactant: Br[C:2]1[CH:7]=[CH:6][C:5]([CH2:8][N:9]2[CH2:14][CH2:13][N:12]([C:15]([O:17][C:18]([CH3:21])([CH3:20])[CH3:19])=[O:16])[CH2:11][CH2:10]2)=[C:4]([C:22](=[O:26])[N:23]([CH3:25])[CH3:24])[CH:3]=1.[C:27]1(B(O)O)[CH:32]=[CH:31][CH:30]=[CH:29][CH:28]=1.C(=O)([O-])[O-].[K+].[K+].O1CCOCC1. Product: [CH3:24][N:23]([CH3:25])[C:22]([C:4]1[CH:3]=[C:2]([C:27]2[CH:32]=[CH:31][CH:30]=[CH:29][CH:28]=2)[CH:7]=[CH:6][C:5]=1[CH2:8][N:9]1[CH2:14][CH2:13][N:12]([C:15]([O:17][C:18]([CH3:21])([CH3:20])[CH3:19])=[O:16])[CH2:11][CH2:10]1)=[O:26]. The catalyst class is: 103. (2) Reactant: [C:1]([C:3]1[CH:4]=[C:5]2[C:13](=[CH:14][CH:15]=1)[N:12]([CH2:16][C:17]1[CH:22]=[CH:21][CH:20]=[C:19]([F:23])[CH:18]=1)[C:11]1[CH2:10][CH2:9][C@@H:8]([NH:24][C:25](=[O:29])[CH:26]([CH3:28])[CH3:27])[CH2:7][C:6]2=1)#N.C(O)=[O:31]. Product: [F:23][C:19]1[CH:18]=[C:17]([CH:22]=[CH:21][CH:20]=1)[CH2:16][N:12]1[C:11]2[CH2:10][CH2:9][C@@H:8]([NH:24][C:25](=[O:29])[CH:26]([CH3:27])[CH3:28])[CH2:7][C:6]=2[C:5]2[C:13]1=[CH:14][CH:15]=[C:3]([CH:1]=[O:31])[CH:4]=2. The catalyst class is: 72.